From a dataset of Reaction yield outcomes from USPTO patents with 853,638 reactions. Predict the reaction yield, written as a fraction of the theoretical maximum amount of product (1.0 means a 100% yield; for example, 0.34 means a 34% yield). The reactants are [Cl:1][C:2]1[CH:3]=[C:4]2[CH:10]=[C:9]([Si](CC)(CC)CC)[NH:8][C:5]2=[N:6][CH:7]=1.BrC1C2C(=NC=CC=2)N(S(C2C=CC(C)=CC=2)(=O)=O)C=1.CCCC[N+](CCCC)(CCCC)CCCC.[F-]. The catalyst is C1COCC1.C(OCC)(=O)C. The product is [Cl:1][C:2]1[CH:3]=[C:4]2[CH:10]=[CH:9][NH:8][C:5]2=[N:6][CH:7]=1. The yield is 0.900.